From a dataset of Full USPTO retrosynthesis dataset with 1.9M reactions from patents (1976-2016). Predict the reactants needed to synthesize the given product. (1) Given the product [NH2:1][C:2]1[C:11]2[C:6](=[C:7]([C:24]3[CH:25]=[C:20]([CH3:19])[CH:21]=[CH:22][CH:23]=3)[CH:8]=[CH:9][CH:10]=2)[N:5]=[N:4][C:3]=1[C:13]([NH:15][CH2:16][CH2:17][CH3:18])=[O:14], predict the reactants needed to synthesize it. The reactants are: [NH2:1][C:2]1[C:11]2[C:6](=[C:7](Br)[CH:8]=[CH:9][CH:10]=2)[N:5]=[N:4][C:3]=1[C:13]([NH:15][CH2:16][CH2:17][CH3:18])=[O:14].[CH3:19][C:20]1[CH:21]=[C:22](B(O)O)[CH:23]=[CH:24][CH:25]=1. (2) The reactants are: [F:1][C:2]([F:18])([F:17])[C:3]1[CH:4]=[C:5](/[C:9](/[CH3:16])=[CH:10]/[C:11]([O:13][CH2:14][CH3:15])=[O:12])[CH:6]=[CH:7][CH:8]=1. Given the product [F:1][C:2]([F:17])([F:18])[C:3]1[CH:4]=[C:5]([CH:9]([CH3:16])[CH2:10][C:11]([O:13][CH2:14][CH3:15])=[O:12])[CH:6]=[CH:7][CH:8]=1, predict the reactants needed to synthesize it.